From a dataset of Forward reaction prediction with 1.9M reactions from USPTO patents (1976-2016). Predict the product of the given reaction. (1) Given the reactants Br[C:2]1[CH:3]=[C:4]([C:8]2[CH2:14][C:13](=[O:15])[NH:12][C:11]3[CH:16]=[C:17]([C:21]([F:24])([F:23])[F:22])[C:18]([CH3:20])=[CH:19][C:10]=3[N:9]=2)[CH:5]=[CH:6][CH:7]=1.[C:25]([NH:29][S:30]([C:33]1[CH:34]=[C:35](B(O)O)[CH:36]=[CH:37][CH:38]=1)(=[O:32])=[O:31])([CH3:28])([CH3:27])[CH3:26], predict the reaction product. The product is: [C:25]([NH:29][S:30]([C:33]1[CH:38]=[C:37]([C:2]2[CH:7]=[CH:6][CH:5]=[C:4]([C:8]3[CH2:14][C:13](=[O:15])[NH:12][C:11]4[CH:16]=[C:17]([C:21]([F:22])([F:23])[F:24])[C:18]([CH3:20])=[CH:19][C:10]=4[N:9]=3)[CH:3]=2)[CH:36]=[CH:35][CH:34]=1)(=[O:32])=[O:31])([CH3:28])([CH3:26])[CH3:27]. (2) Given the reactants [CH3:1][C:2]1[CH:7]=[CH:6][C:5]([C:8]2[O:9][C:10]([CH3:13])=[N:11][N:12]=2)=[CH:4][C:3]=1[C:14]1[CH:19]=[CH:18][C:17]([C:20]([OH:22])=O)=[CH:16][CH:15]=1.[NH2:23][CH2:24][C:25]1[CH:26]=[C:27]([NH:31][C:32](=[O:34])[CH3:33])[CH:28]=[CH:29][CH:30]=1, predict the reaction product. The product is: [C:32]([NH:31][C:27]1[CH:26]=[C:25]([CH:30]=[CH:29][CH:28]=1)[CH2:24][NH:23][C:20]([C:17]1[CH:16]=[CH:15][C:14]([C:3]2[CH:4]=[C:5]([C:8]3[O:9][C:10]([CH3:13])=[N:11][N:12]=3)[CH:6]=[CH:7][C:2]=2[CH3:1])=[CH:19][CH:18]=1)=[O:22])(=[O:34])[CH3:33]. (3) Given the reactants [CH:1]1([N:5]2[CH2:10][CH2:9][CH:8]([OH:11])[CH2:7][CH2:6]2)[CH2:4][CH2:3][CH2:2]1.[CH3:12][S:13](Cl)(=[O:15])=[O:14].CCN(CC)CC.C([O-])(O)=O.[Na+], predict the reaction product. The product is: [CH3:12][S:13]([O:11][CH:8]1[CH2:7][CH2:6][N:5]([CH:1]2[CH2:4][CH2:3][CH2:2]2)[CH2:10][CH2:9]1)(=[O:15])=[O:14]. (4) The product is: [CH3:1][O:2][C:3]1[CH:4]=[C:5]([N:12]2[CH2:17][CH2:16][N:15]([CH2:18][CH2:19][S:20]([CH3:23])(=[O:21])=[O:22])[CH2:14][CH2:13]2)[CH:6]=[CH:7][C:8]=1[NH2:9]. Given the reactants [CH3:1][O:2][C:3]1[CH:4]=[C:5]([N:12]2[CH2:17][CH2:16][N:15]([CH2:18][CH2:19][S:20]([CH3:23])(=[O:22])=[O:21])[CH2:14][CH2:13]2)[CH:6]=[CH:7][C:8]=1[N+:9]([O-])=O, predict the reaction product. (5) Given the reactants C([O:3][C:4]([CH:6]1[CH2:10][CH:9]([S:11]([C:14]2[CH:19]=[CH:18][CH:17]=[CH:16][C:15]=2[C:20]([F:23])([F:22])[F:21])(=[O:13])=[O:12])[CH2:8][N:7]1[CH:24]1[CH2:29][CH2:28][O:27][CH2:26][CH2:25]1)=[O:5])C.[OH-].[Li+], predict the reaction product. The product is: [O:27]1[CH2:26][CH2:25][CH:24]([N:7]2[CH2:8][CH:9]([S:11]([C:14]3[CH:19]=[CH:18][CH:17]=[CH:16][C:15]=3[C:20]([F:22])([F:23])[F:21])(=[O:13])=[O:12])[CH2:10][CH:6]2[C:4]([OH:5])=[O:3])[CH2:29][CH2:28]1. (6) Given the reactants [C:1]([O:5][C:6]([N:8]([CH2:17][C:18]([O:20][C:21]([CH3:24])([CH3:23])[CH3:22])=[O:19])[C:9]1[CH:14]=[CH:13][CH:12]=[C:11]([CH:15]=O)[N:10]=1)=[O:7])([CH3:4])([CH3:3])[CH3:2].[Cl-].[OH:26][NH3+:27].N1C=CC=CC=1, predict the reaction product. The product is: [C:21]([O:20][C:18](=[O:19])[CH2:17][N:8]([C:6]([O:5][C:1]([CH3:4])([CH3:2])[CH3:3])=[O:7])[C:9]1[CH:14]=[CH:13][CH:12]=[C:11]([CH:15]=[N:27][OH:26])[N:10]=1)([CH3:22])([CH3:23])[CH3:24]. (7) Given the reactants [NH2:1][C:2]1[CH:6]=[CH:5][S:4][C:3]=1[C:7]([O:9][CH3:10])=[O:8].[C:11]1(=O)[CH2:14][CH2:13][CH2:12]1.C(O[BH-](OC(=O)C)OC(=O)C)(=O)C.[Na+].C(=O)(O)[O-].[Na+], predict the reaction product. The product is: [CH:11]1([NH:1][C:2]2[CH:6]=[CH:5][S:4][C:3]=2[C:7]([O:9][CH3:10])=[O:8])[CH2:14][CH2:13][CH2:12]1. (8) Given the reactants [Br:1][C:2]1[CH:3]=[CH:4][C:5]2[CH2:12][NH:11][C:10]3[CH:13]=[CH:14][C:15]([Cl:17])=[CH:16][C:9]=3[CH:8]=[CH:7][C:6]=2[CH:18]=1.N1C=CC=CC=1.[CH:25]1([C:28](Cl)=[O:29])[CH2:27][CH2:26]1, predict the reaction product. The product is: [Br:1][C:2]1[CH:3]=[CH:4][C:5]2[CH2:12][N:11]([C:28]([CH:25]3[CH2:27][CH2:26]3)=[O:29])[C:10]3[CH:13]=[CH:14][C:15]([Cl:17])=[CH:16][C:9]=3[CH:8]=[CH:7][C:6]=2[CH:18]=1. (9) Given the reactants [OH:1][CH:2]1[CH2:10][C:9]2[C:4](=[CH:5][CH:6]=[C:7]([C:11]([F:14])([F:13])[F:12])[CH:8]=2)[CH:3]1[N:15]1[CH2:20][CH2:19][N:18]([C:21]([O:23][C:24]([CH3:27])([CH3:26])[CH3:25])=[O:22])[CH2:17][C@@H:16]1[CH3:28].[H-].[Na+].[CH3:31]I, predict the reaction product. The product is: [CH3:31][O:1][CH:2]1[CH2:10][C:9]2[C:4](=[CH:5][CH:6]=[C:7]([C:11]([F:14])([F:12])[F:13])[CH:8]=2)[CH:3]1[N:15]1[CH2:20][CH2:19][N:18]([C:21]([O:23][C:24]([CH3:27])([CH3:26])[CH3:25])=[O:22])[CH2:17][C@@H:16]1[CH3:28].